From a dataset of Retrosynthesis with 50K atom-mapped reactions and 10 reaction types from USPTO. Predict the reactants needed to synthesize the given product. The reactants are: C#Cc1ccc([N+](=O)[O-])cc1.CCOC(=O)/C=C\I. Given the product CCOC(=O)C=CC#Cc1ccc([N+](=O)[O-])cc1, predict the reactants needed to synthesize it.